From a dataset of Forward reaction prediction with 1.9M reactions from USPTO patents (1976-2016). Predict the product of the given reaction. (1) The product is: [N:11]1([C:14]2[CH:19]=[C:18]3[C:17](=[CH:16][CH:15]=2)[C:20]2=[C:21]4[C:42]([C:43]5[S:44][CH:45]=[CH:46][CH:47]=5)=[N:41][NH:40][C:22]4=[N:23][C:24]([C:31]4[C:36]([F:37])=[CH:35][CH:34]=[C:33]([F:38])[C:32]=4[F:39])=[C:25]2[C:26]3=[O:27])[CH2:12][CH2:13][NH:8][CH2:9][CH2:10]1. Given the reactants C(OC([N:8]1[CH2:13][CH2:12][N:11]([C:14]2[CH:19]=[CH:18][C:17]([CH:20]3[C:25]([C:26](OCC)=[O:27])=[C:24]([C:31]4[C:36]([F:37])=[CH:35][CH:34]=[C:33]([F:38])[C:32]=4[F:39])[NH:23][C:22]4[NH:40][N:41]=[C:42]([C:43]5[S:44][CH:45]=[CH:46][CH:47]=5)[C:21]3=4)=[CH:16][CH:15]=2)[CH2:10][CH2:9]1)=O)(C)(C)C.C(=O)(O)[O-].[Na+], predict the reaction product. (2) Given the reactants [NH2:1][C:2]1[N:11]=[CH:10][C:9]2[C:8](SC)=[N:7][CH:6]=[N:5][C:4]=2[CH:3]=1.[CH3:14][O:15][C:16]1[CH:21]=[CH:20][CH:19]=[C:18]([NH2:22])[CH:17]=1, predict the reaction product. The product is: [NH2:1][C:2]1[N:11]=[CH:10][C:9]2[C:8]([NH:22][C:18]3[CH:19]=[CH:20][CH:21]=[C:16]([O:15][CH3:14])[CH:17]=3)=[N:7][CH:6]=[N:5][C:4]=2[CH:3]=1. (3) Given the reactants Cl.Cl.[CH2:3]([NH:10][C:11]([C@@H:13]1[CH2:18][N:17]2CCC[C@@H]2[CH2:15][N:14]1[C:22](=O)[C@H:23]([CH:31]1[CH2:36][CH2:35][CH2:34][CH2:33]C1)NC(=O)[C@H](C)NC)=[O:12])[C:4]1[CH:9]=[CH:8][CH:7]=[CH:6][CH:5]=1.O1[CH2:42][CH2:41][CH2:40][CH2:39]1.O.O.[OH-].[Li+].O1C[CH2:50][CH2:49][CH2:48]1, predict the reaction product. The product is: [CH2:22]([N:14]1[C@H:13]([C:11]([NH:10][C@H:3]2[C:4]3[C:5](=[CH:6][CH:7]=[CH:8][CH:9]=3)[CH2:50][CH2:49][CH2:48]2)=[O:12])[CH2:18][N:17]2[CH2:42][CH2:41][CH2:40][C@@H:39]2[CH2:15]1)[C:23]1[CH:31]=[CH:36][CH:35]=[CH:34][CH:33]=1. (4) Given the reactants [CH3:1][NH2:2].[C:3]([C:5]1[N:10]=[CH:9][C:8]([S:11](Cl)(=[O:13])=[O:12])=[CH:7][CH:6]=1)#[N:4], predict the reaction product. The product is: [C:3]([C:5]1[N:10]=[CH:9][C:8]([S:11]([NH:2][CH3:1])(=[O:13])=[O:12])=[CH:7][CH:6]=1)#[N:4]. (5) Given the reactants [H-].[K+].[CH3:3][S:4]([CH3:7])(=[NH:6])=[O:5].[Br:8][C:9]1[CH:14]=[CH:13][CH:12]=[C:11]([CH2:15]Br)[N:10]=1, predict the reaction product. The product is: [Br:8][C:9]1[N:10]=[C:11]([CH2:15][N:6]=[S:4]([CH3:7])([CH3:3])=[O:5])[CH:12]=[CH:13][CH:14]=1. (6) Given the reactants [CH3:1][NH:2][CH:3]([CH3:12])[CH2:4][CH2:5][C:6]1[CH:11]=[CH:10][CH:9]=[CH:8][CH:7]=1.[F:13][C:14]([F:25])([F:24])[C:15](O[C:15](=[O:16])[C:14]([F:25])([F:24])[F:13])=[O:16].[N:26]1C=CC=CC=1, predict the reaction product. The product is: [CH3:1][NH:2][CH:3]([CH3:12])[CH2:4][CH2:5][C:6]1[CH:11]=[CH:10][CH:9]=[CH:8][CH:7]=1.[C:15]([NH2:26])([C:14]([F:25])([F:24])[F:13])=[O:16]. (7) Given the reactants [O:1]=[C:2]1[C:11]([C:12]([O:14][CH2:15][CH3:16])=[O:13])=[N:10][C:9]2[C:4](=[CH:5][CH:6]=[CH:7][CH:8]=2)[NH:3]1.[CH3:17][O:18][C:19]1[CH:20]=[C:21](OB(O)O)[CH:22]=[CH:23][CH:24]=1.N1C=CC=CC=1, predict the reaction product. The product is: [CH3:17][O:18][C:19]1[CH:24]=[C:23]([N:3]2[C:4]3[C:9](=[CH:8][CH:7]=[CH:6][CH:5]=3)[N:10]=[C:11]([C:12]([O:14][CH2:15][CH3:16])=[O:13])[C:2]2=[O:1])[CH:22]=[CH:21][CH:20]=1. (8) Given the reactants [Cl:1][C:2]1[N:11]=[C:10]([C:12]2[CH:17]=[CH:16][CH:15]=[C:14]([O:18]C)[CH:13]=2)[CH:9]=[C:8]2[C:3]=1[CH:4]=[CH:5][CH:6]=[N:7]2.B(Br)(Br)Br, predict the reaction product. The product is: [Cl:1][C:2]1[N:11]=[C:10]([C:12]2[CH:17]=[CH:16][CH:15]=[C:14]([OH:18])[CH:13]=2)[CH:9]=[C:8]2[C:3]=1[CH:4]=[CH:5][CH:6]=[N:7]2.